From a dataset of Reaction yield outcomes from USPTO patents with 853,638 reactions. Predict the reaction yield, written as a fraction of the theoretical maximum amount of product (1.0 means a 100% yield; for example, 0.34 means a 34% yield). The reactants are Br[C:2]1[CH:3]=[CH:4][C:5]([O:9][CH3:10])=[C:6]([CH:8]=1)[NH2:7].[CH3:11][PH:12](=[O:14])[CH3:13].P([O-])([O-])([O-])=O.[K+].[K+].[K+]. The catalyst is CN(C=O)C.C([O-])(=O)C.[Pd+2].C([O-])(=O)C.CC1(C)C2C(=C(P(C3C=CC=CC=3)C3C=CC=CC=3)C=CC=2)OC2C(P(C3C=CC=CC=3)C3C=CC=CC=3)=CC=CC1=2. The product is [CH3:11][P:12]([C:2]1[CH:3]=[CH:4][C:5]([O:9][CH3:10])=[C:6]([CH:8]=1)[NH2:7])([CH3:13])=[O:14]. The yield is 0.850.